From a dataset of Forward reaction prediction with 1.9M reactions from USPTO patents (1976-2016). Predict the product of the given reaction. (1) Given the reactants [NH2:1][C:2]1[C:7]([N+:8]([O-])=O)=[CH:6][C:5]([CH:11]2[C:20]3[C:19](=[O:21])[CH2:18][CH:17]([CH2:22][CH2:23][CH3:24])[CH2:16][C:15]=3[NH:14][C:13]([CH3:25])=[C:12]2[C:26]#[N:27])=[CH:4][C:3]=1[Br:28].C(O)(=O)C, predict the reaction product. The product is: [NH2:8][C:7]1[CH:6]=[C:5]([CH:11]2[C:20]3[C:19](=[O:21])[CH2:18][CH:17]([CH2:22][CH2:23][CH3:24])[CH2:16][C:15]=3[NH:14][C:13]([CH3:25])=[C:12]2[C:26]#[N:27])[CH:4]=[C:3]([Br:28])[C:2]=1[NH2:1]. (2) Given the reactants [CH3:1][C:2]1([CH3:10])[C@H:8]2[CH2:9][C@@H:3]1[CH2:4][CH2:5][C:6]2=[CH2:7].B1C2CCCC1CCC2.C([O-])(C)(C)C.[K+].Br[CH2:27][C:28]([C:30]1[CH:35]=[CH:34][CH:33]=[CH:32][CH:31]=1)=[O:29], predict the reaction product. The product is: [CH3:1][C:2]1([CH3:10])[CH:8]2[CH2:9][CH:3]1[CH2:4][CH2:5][CH:6]2[CH2:7][CH2:27][C:28]([C:30]1[CH:35]=[CH:34][CH:33]=[CH:32][CH:31]=1)=[O:29]. (3) Given the reactants [N:1]1[C:10]2[C:5](=[CH:6][CH:7]=[CH:8][CH:9]=2)[C:4]([CH2:11][NH:12][S:13]([C:16]2[S:17][C:18](Br)=[CH:19][CH:20]=2)(=[O:15])=[O:14])=[CH:3][CH:2]=1.[Cl:22][C:23]1[CH:28]=[CH:27][C:26](B(O)O)=[CH:25][CH:24]=1.C([O-])([O-])=O.[K+].[K+], predict the reaction product. The product is: [N:1]1[C:10]2[C:5](=[CH:6][CH:7]=[CH:8][CH:9]=2)[C:4]([CH2:11][NH:12][S:13]([C:16]2[S:17][C:18]([C:26]3[CH:27]=[CH:28][C:23]([Cl:22])=[CH:24][CH:25]=3)=[CH:19][CH:20]=2)(=[O:15])=[O:14])=[CH:3][CH:2]=1. (4) Given the reactants CS(O[CH2:6][C:7]1[CH:12]=[CH:11][CH:10]=[C:9]([N+:13]([O-:15])=[O:14])[C:8]=1[CH3:16])(=O)=O.[C-:17]#[N:18].[Na+], predict the reaction product. The product is: [CH3:16][C:8]1[C:9]([N+:13]([O-:15])=[O:14])=[CH:10][CH:11]=[CH:12][C:7]=1[CH2:6][C:17]#[N:18]. (5) Given the reactants Br[C:2]1[N:3]([C:8]2[CH:13]=[C:12]([C:14]([F:17])([F:16])[F:15])[CH:11]=[C:10]([O:18][CH3:19])[C:9]=2[N+:20]([O-:22])=[O:21])[CH:4]=[C:5]([CH3:7])[N:6]=1.[CH3:23][C:24]1[CH:25]=[N:26][CH:27]=[CH:28][C:29]=1B(O)O.O1CCOCC1.C([O-])([O-])=O.[K+].[K+], predict the reaction product. The product is: [CH3:19][O:18][C:10]1[C:9]([N+:20]([O-:22])=[O:21])=[C:8]([N:3]2[CH:4]=[C:5]([CH3:7])[N:6]=[C:2]2[C:29]2[CH:28]=[CH:27][N:26]=[CH:25][C:24]=2[CH3:23])[CH:13]=[C:12]([C:14]([F:17])([F:16])[F:15])[CH:11]=1. (6) Given the reactants [NH2:1][C:2]1[CH:3]=[N:4][S:5][C:6]=1[O:7][CH2:8][CH:9]1[CH2:14][CH2:13][N:12]([C:15]([O:17][C:18]([CH3:21])([CH3:20])[CH3:19])=[O:16])[CH2:11][CH2:10]1.[F:22][C:23]1[CH:28]=[CH:27][CH:26]=[C:25]([F:29])[C:24]=1[C:30]1[N:35]=[C:34]([C:36](O)=[O:37])[CH:33]=[CH:32][C:31]=1[F:39].CN(C(ON1N=NC2C=CC=NC1=2)=[N+](C)C)C.F[P-](F)(F)(F)(F)F.CCN(C(C)C)C(C)C, predict the reaction product. The product is: [F:22][C:23]1[CH:28]=[CH:27][CH:26]=[C:25]([F:29])[C:24]=1[C:30]1[N:35]=[C:34]([C:36]([NH:1][C:2]2[CH:3]=[N:4][S:5][C:6]=2[O:7][CH2:8][CH:9]2[CH2:10][CH2:11][N:12]([C:15]([O:17][C:18]([CH3:21])([CH3:20])[CH3:19])=[O:16])[CH2:13][CH2:14]2)=[O:37])[CH:33]=[CH:32][C:31]=1[F:39]. (7) Given the reactants C([O:3][C:4]([C:6]1[S:7][C:8]([S:17][CH3:18])=[C:9]2[CH2:14][C:13]([CH3:16])([CH3:15])[CH2:12][CH2:11][C:10]=12)=[O:5])C.O[Li].O, predict the reaction product. The product is: [CH3:15][C:13]1([CH3:16])[CH2:12][CH2:11][C:10]2=[C:6]([C:4]([OH:5])=[O:3])[S:7][C:8]([S:17][CH3:18])=[C:9]2[CH2:14]1. (8) Given the reactants [CH:1]1[CH:6]=[CH:5][C:4]([CH:7]=O)=[CH:3][CH:2]=1.Cl.[NH2:10][C@H:11]([C:15]1[CH:20]=[CH:19][CH:18]=[CH:17][CH:16]=1)[C@@H:12]([OH:14])[CH3:13].C([BH3-])#N.[Na+].C(O)(=O)C, predict the reaction product. The product is: [CH2:7]([NH:10][C@H:11]([C:15]1[CH:20]=[CH:19][CH:18]=[CH:17][CH:16]=1)[C@@H:12]([OH:14])[CH3:13])[C:4]1[CH:5]=[CH:6][CH:1]=[CH:2][CH:3]=1. (9) The product is: [F:1][C:2]1[C:3]([O:21][CH3:22])=[C:4]([CH:8]([CH:18]([CH3:19])[CH3:20])[CH2:9][C:10]([C:13]([F:16])([F:14])[F:15])([OH:17])[CH:11]=[N:23][C:24]2[CH:33]=[CH:32][CH:31]=[C:30]3[C:25]=2[CH:26]=[N:27][C:28]([CH3:34])=[N:29]3)[CH:5]=[CH:6][CH:7]=1. Given the reactants [F:1][C:2]1[C:3]([O:21][CH3:22])=[C:4]([CH:8]([CH:18]([CH3:20])[CH3:19])[CH2:9][C:10]([OH:17])([C:13]([F:16])([F:15])[F:14])[CH:11]=O)[CH:5]=[CH:6][CH:7]=1.[NH2:23][C:24]1[CH:33]=[CH:32][CH:31]=[C:30]2[C:25]=1[CH:26]=[N:27][C:28]([CH3:34])=[N:29]2, predict the reaction product.